This data is from Reaction yield outcomes from USPTO patents with 853,638 reactions. The task is: Predict the reaction yield, written as a fraction of the theoretical maximum amount of product (1.0 means a 100% yield; for example, 0.34 means a 34% yield). (1) The reactants are [C:1]([C:5]1[C:6]([OH:18])=[C:7]([CH:12]=[C:13]([N+:15]([O-:17])=[O:16])[CH:14]=1)[C:8]([O:10][CH3:11])=[O:9])([CH3:4])([CH3:3])[CH3:2].[C:19](=O)([O-])[O-].[K+].[K+].S(OC)(OC)(=O)=O. The catalyst is CC(C)=O. The product is [C:1]([C:5]1[C:6]([O:18][CH3:19])=[C:7]([CH:12]=[C:13]([N+:15]([O-:17])=[O:16])[CH:14]=1)[C:8]([O:10][CH3:11])=[O:9])([CH3:4])([CH3:2])[CH3:3]. The yield is 0.870. (2) The reactants are Cl[O-].[Na+].[C:4]([NH:8][CH2:9][CH3:10])([CH3:7])([CH3:6])[CH3:5].[S:11]1[C:15]2[CH:16]=[CH:17][CH:18]=[CH:19][C:14]=2[N:13]=[C:12]1[S:20][S:20][C:12]1[S:11][C:15]2[CH:16]=[CH:17][CH:18]=[CH:19][C:14]=2[N:13]=1.[OH-].[Na+]. The catalyst is CO. The product is [CH2:9]([N:8]([C:4]([CH3:7])([CH3:6])[CH3:5])[S:20][C:12]1[S:11][C:15]2[CH:16]=[CH:17][CH:18]=[CH:19][C:14]=2[N:13]=1)[CH3:10]. The yield is 0.660. (3) The reactants are [CH2:1]([NH:8][CH:9]=[O:10])[C:2]1[CH:7]=[CH:6][CH:5]=[CH:4][CH:3]=1.I[C:12]1[CH:13]=[C:14]([CH3:19])[CH:15]=[C:16]([CH3:18])[CH:17]=1. No catalyst specified. The product is [CH2:1]([N:8]([C:12]1[CH:17]=[C:16]([CH3:18])[CH:15]=[C:14]([CH3:19])[CH:13]=1)[CH:9]=[O:10])[C:2]1[CH:7]=[CH:6][CH:5]=[CH:4][CH:3]=1. The yield is 0.990. (4) The reactants are C[Si](C)(C)[O:3][C:4](=[CH2:19])[CH2:5][CH:6]1[CH2:11][CH2:10][N:9]([C:12]([O:14][C:15]([CH3:18])([CH3:17])[CH3:16])=[O:13])[CH2:8][CH2:7]1.C(=O)(O)[O-].[Na+].[Br:27]N1C(=O)CCC1=O. The catalyst is C1COCC1. The product is [Br:27][CH2:3][C:4](=[O:19])[CH2:5][CH:6]1[CH2:11][CH2:10][N:9]([C:12]([O:14][C:15]([CH3:18])([CH3:17])[CH3:16])=[O:13])[CH2:8][CH2:7]1. The yield is 1.10. (5) The reactants are F[C:2]1[CH:18]=[CH:17][C:5]([C:6]([N:8]([CH2:13][CH:14]([CH3:16])[CH3:15])[CH2:9][CH:10]([CH3:12])[CH3:11])=[O:7])=[CH:4][C:3]=1[N+:19]([O-:21])=[O:20].[N:22]1[CH:27]=[CH:26][CH:25]=[CH:24][C:23]=1[CH2:28][CH2:29][NH:30][CH2:31][CH2:32][CH2:33][NH2:34].[C:35](=O)([O-])[O-].[Cs+].[Cs+]. The catalyst is C(#N)C. The product is [CH2:9]([N:8]([CH2:13][CH:14]([CH3:16])[CH3:15])[C:6](=[O:7])[C:5]1[CH:17]=[CH:18][C:2]([NH:34][CH2:33][CH2:32][CH2:31][N:30]([CH3:35])[CH2:29][CH2:28][C:23]2[CH:24]=[CH:25][CH:26]=[CH:27][N:22]=2)=[C:3]([N+:19]([O-:21])=[O:20])[CH:4]=1)[CH:10]([CH3:12])[CH3:11]. The yield is 0.920. (6) The product is [Br:8][C:9]1[CH:10]=[CH:11][C:12]([NH:15][C:16]2[CH:21]=[CH:20][C:19]([CH:22]3[O:27][CH2:26][CH2:25][NH:24][CH2:23]3)=[CH:18][C:17]=2[CH3:35])=[N:13][CH:14]=1. The yield is 0.560. The reactants are FC(F)(F)C(O)=O.[Br:8][C:9]1[CH:10]=[CH:11][C:12]([NH:15][C:16]2[CH:21]=[CH:20][C:19]([CH:22]3[O:27][CH2:26][CH2:25][N:24](C(OC(C)(C)C)=O)[CH2:23]3)=[CH:18][C:17]=2[CH3:35])=[N:13][CH:14]=1.CCOC(C)=O.C1COCC1. The catalyst is O.C(#N)C. (7) The reactants are [CH3:1][O:2][CH:3]([O:12][CH3:13])/[CH:4]=[C:5](\[CH3:11])/[C:6]([O:8][CH2:9][CH3:10])=[O:7]. The catalyst is CCOC(C)=O.O=[Pt]=O. The product is [CH3:1][O:2][CH:3]([O:12][CH3:13])[CH2:4][CH:5]([CH3:11])[C:6]([O:8][CH2:9][CH3:10])=[O:7]. The yield is 0.660. (8) The reactants are [Cl:1][C:2]1[CH:3]=[C:4]([C:9]2[C:13]([CH2:14][CH2:15][C:16](OC)=[O:17])=[CH:12][O:11][N:10]=2)[CH:5]=[CH:6][C:7]=1[Cl:8].[H-].C([Al+]CC(C)C)C(C)C.Cl. The catalyst is O1CCCC1. The product is [Cl:1][C:2]1[CH:3]=[C:4]([C:9]2[C:13]([CH2:14][CH2:15][CH2:16][OH:17])=[CH:12][O:11][N:10]=2)[CH:5]=[CH:6][C:7]=1[Cl:8]. The yield is 0.950.